Task: Predict the product of the given reaction.. Dataset: Forward reaction prediction with 1.9M reactions from USPTO patents (1976-2016) Given the reactants [CH3:1][NH:2][CH2:3][CH2:4][C:5]([NH2:7])=[O:6].[Br:8][C:9]1[CH:10]=[CH:11][C:12]([S:15](Cl)(=[O:17])=[O:16])=[N:13][CH:14]=1, predict the reaction product. The product is: [Br:8][C:9]1[CH:10]=[CH:11][C:12]([S:15]([N:2]([CH2:3][CH2:4][C:5]([NH2:7])=[O:6])[CH3:1])(=[O:17])=[O:16])=[N:13][CH:14]=1.